Dataset: Peptide-MHC class II binding affinity with 134,281 pairs from IEDB. Task: Regression. Given a peptide amino acid sequence and an MHC pseudo amino acid sequence, predict their binding affinity value. This is MHC class II binding data. The peptide sequence is AAHRARANESATILM. The MHC is DRB3_0301 with pseudo-sequence DRB3_0301. The binding affinity (normalized) is 0.936.